Dataset: Forward reaction prediction with 1.9M reactions from USPTO patents (1976-2016). Task: Predict the product of the given reaction. (1) Given the reactants [NH2:1][C:2]1[CH:3]=[CH:4][C:5]([O:18][C:19]2[CH:24]=[CH:23][CH:22]=[CH:21][CH:20]=2)=[C:6]([C:8]2[C:9]([O:16][CH3:17])=[CH:10][C:11](=[O:15])[N:12]([CH3:14])[N:13]=2)[CH:7]=1.[N:25]([CH2:28][CH3:29])=[C:26]=[O:27].C(N(CC)CC)C, predict the reaction product. The product is: [CH2:28]([NH:25][C:26]([NH:1][C:2]1[CH:3]=[CH:4][C:5]([O:18][C:19]2[CH:20]=[CH:21][CH:22]=[CH:23][CH:24]=2)=[C:6]([C:8]2[C:9]([O:16][CH3:17])=[CH:10][C:11](=[O:15])[N:12]([CH3:14])[N:13]=2)[CH:7]=1)=[O:27])[CH3:29]. (2) Given the reactants Cl.[NH2:2][C:3]1[C:12]2[C:7](=[CH:8][CH:9]=[CH:10][CH:11]=2)[C:6]([C:13]([OH:15])=[O:14])=[CH:5][CH:4]=1.C(N1C=CN=C1)(N1C=CN=C1)=O.[C:28](O)([CH3:31])([CH3:30])[CH3:29], predict the reaction product. The product is: [C:28]([O:14][C:13]([C:6]1[C:7]2[C:12](=[CH:11][CH:10]=[CH:9][CH:8]=2)[C:3]([NH2:2])=[CH:4][CH:5]=1)=[O:15])([CH3:31])([CH3:30])[CH3:29]. (3) Given the reactants [CH:1]1([C:5]([N:7]2[CH2:16][CH2:15][C:14]3[C:9](=[CH:10][CH:11]=[C:12]([C:17]([NH:19][O:20]C4CCCCO4)=[O:18])[CH:13]=3)[CH2:8]2)=[O:6])[CH2:4][CH2:3][CH2:2]1.Cl, predict the reaction product. The product is: [CH:1]1([C:5]([N:7]2[CH2:16][CH2:15][C:14]3[C:9](=[CH:10][CH:11]=[C:12]([C:17]([NH:19][OH:20])=[O:18])[CH:13]=3)[CH2:8]2)=[O:6])[CH2:2][CH2:3][CH2:4]1. (4) Given the reactants [Cl:1][C:2]1[CH:3]=[C:4]([CH:6]=[CH:7][C:8]=1[Cl:9])[NH2:5].C(O[BH-](OC(=O)C)OC(=O)C)(=O)C.[Na+].C(O)(=O)C.[C:28]([O:32][C:33]([N:35]1[CH2:40][CH2:39][C:38]2([CH2:45][CH2:44][C:43](=O)[CH2:42][CH2:41]2)[CH2:37][CH2:36]1)=[O:34])([CH3:31])([CH3:30])[CH3:29], predict the reaction product. The product is: [C:28]([O:32][C:33]([N:35]1[CH2:40][CH2:39][C:38]2([CH2:45][CH2:44][CH:43]([NH:5][C:4]3[CH:6]=[CH:7][C:8]([Cl:9])=[C:2]([Cl:1])[CH:3]=3)[CH2:42][CH2:41]2)[CH2:37][CH2:36]1)=[O:34])([CH3:31])([CH3:29])[CH3:30]. (5) Given the reactants [F:1][C:2]1[CH:7]=[CH:6][C:5]([C:8]2[N:12]=[C:11]([C:13]([CH3:17])([CH3:16])[CH2:14][NH2:15])[NH:10][N:9]=2)=[CH:4][CH:3]=1.[F:18][C:19]([F:37])([F:36])[C:20]([C:22]1[S:26][C:25]([C:27]2[CH:28]=[N:29][CH:30]=[C:31]([CH:35]=2)[C:32](O)=[O:33])=[CH:24][CH:23]=1)=[O:21], predict the reaction product. The product is: [F:1][C:2]1[CH:3]=[CH:4][C:5]([C:8]2[N:12]=[C:11]([C:13]([CH3:17])([CH3:16])[CH2:14][NH:15][C:32](=[O:33])[C:31]3[CH:35]=[C:27]([C:25]4[S:26][C:22]([C:20](=[O:21])[C:19]([F:36])([F:18])[F:37])=[CH:23][CH:24]=4)[CH:28]=[N:29][CH:30]=3)[NH:10][N:9]=2)=[CH:6][CH:7]=1.